From a dataset of Full USPTO retrosynthesis dataset with 1.9M reactions from patents (1976-2016). Predict the reactants needed to synthesize the given product. (1) The reactants are: [Br:1][C:2]1[CH:3]=[CH:4][C:5]([CH3:12])=[C:6]([CH:11]=1)[C:7]([O:9]C)=[O:8].[OH-].[Na+].Cl. Given the product [Br:1][C:2]1[CH:3]=[CH:4][C:5]([CH3:12])=[C:6]([CH:11]=1)[C:7]([OH:9])=[O:8], predict the reactants needed to synthesize it. (2) The reactants are: Cl[C:2](Cl)([O:4]C(=O)OC(Cl)(Cl)Cl)Cl.[Cl:13][C:14]1[N:19]=[C:18]([S:20][CH2:21][C:22]2[CH:27]=[CH:26][CH:25]=[CH:24][CH:23]=2)[N:17]=[C:16]([NH2:28])[C:15]=1[NH2:29].C(N(CC)CC)C. Given the product [Cl:13][C:14]1[N:19]=[C:18]([S:20][CH2:21][C:22]2[CH:27]=[CH:26][CH:25]=[CH:24][CH:23]=2)[N:17]=[C:16]2[C:15]=1[NH:29][C:2](=[O:4])[NH:28]2, predict the reactants needed to synthesize it. (3) The reactants are: FC(F)(F)S(O[C:7]1[C:16]2[C:11](=[CH:12][C:13]([O:17][CH3:18])=[CH:14][CH:15]=2)[CH2:10][CH:9]([CH3:19])[CH:8]=1)(=O)=O.[Cl:22][C:23]1[CH:28]=[CH:27][C:26](B(O)O)=[CH:25][CH:24]=1.C([O-])([O-])=O.[K+].[K+]. Given the product [Cl:22][C:23]1[CH:28]=[CH:27][C:26]([C:7]2[C:16]3[C:11](=[CH:12][C:13]([O:17][CH3:18])=[CH:14][CH:15]=3)[CH2:10][CH:9]([CH3:19])[CH:8]=2)=[CH:25][CH:24]=1, predict the reactants needed to synthesize it. (4) Given the product [NH2:1][C:4]1[CH:5]=[C:6]([CH:30]=[C:31]([C:33]([F:36])([F:35])[F:34])[CH:32]=1)[C:7]([NH:9][C:10]1[CH:11]=[C:12]([C:16]2[N:21]3[N:22]=[CH:23][C:24]([C:25]([O:27][CH2:28][CH3:29])=[O:26])=[C:20]3[N:19]=[CH:18][CH:17]=2)[CH:13]=[CH:14][CH:15]=1)=[O:8], predict the reactants needed to synthesize it. The reactants are: [N+:1]([C:4]1[CH:5]=[C:6]([CH:30]=[C:31]([C:33]([F:36])([F:35])[F:34])[CH:32]=1)[C:7]([NH:9][C:10]1[CH:11]=[C:12]([C:16]2[N:21]3[N:22]=[CH:23][C:24]([C:25]([O:27][CH2:28][CH3:29])=[O:26])=[C:20]3[N:19]=[CH:18][CH:17]=2)[CH:13]=[CH:14][CH:15]=1)=[O:8])([O-])=O.[Cl-].[NH4+]. (5) Given the product [Cl:1][C:2]1[C:14]2[C:13]3[C:8](=[CH:9][CH:10]=[CH:11][CH:12]=3)[C:7](=[O:15])[C:6]=2[CH:5]=[C:4]([OH:16])[CH:3]=1, predict the reactants needed to synthesize it. The reactants are: [Cl:1][C:2]1[C:14]2[C:13]3[C:8](=[CH:9][CH:10]=[CH:11][CH:12]=3)[C:7](=[O:15])[C:6]=2[CH:5]=[C:4]([O:16]C)[CH:3]=1.CN1CCCC1=O.Cl.N1C=CC=CC=1.